From a dataset of Peptide-MHC class II binding affinity with 134,281 pairs from IEDB. Regression. Given a peptide amino acid sequence and an MHC pseudo amino acid sequence, predict their binding affinity value. This is MHC class II binding data. (1) The peptide sequence is KIPKKASEGAVDIIN. The MHC is DRB4_0101 with pseudo-sequence DRB4_0103. The binding affinity (normalized) is 0.336. (2) The peptide sequence is RLKGKSCDDWLGGSV. The MHC is DRB1_1101 with pseudo-sequence DRB1_1101. The binding affinity (normalized) is 0.298. (3) The peptide sequence is KGTSYKICTDKMFFV. The MHC is DRB1_1501 with pseudo-sequence DRB1_1501. The binding affinity (normalized) is 0.00631. (4) The peptide sequence is EKKYFAITQFEPLAA. The MHC is HLA-DQA10401-DQB10402 with pseudo-sequence HLA-DQA10401-DQB10402. The binding affinity (normalized) is 0.330. (5) The peptide sequence is LRGLLSTFIAALMGA. The MHC is DRB1_1201 with pseudo-sequence DRB1_1201. The binding affinity (normalized) is 0.507. (6) The peptide sequence is TKIQYVIRAQLHVGA. The MHC is DRB1_0404 with pseudo-sequence DRB1_0404. The binding affinity (normalized) is 0.276.